From a dataset of Catalyst prediction with 721,799 reactions and 888 catalyst types from USPTO. Predict which catalyst facilitates the given reaction. (1) Reactant: [CH3:1][C:2]1[S:3][CH:4]=[C:5]([CH:7]2[CH2:12][CH2:11][CH:10]([NH:13]C(=O)OCC3C4C=CC=CC=4C4C3=CC=CC=4)[CH2:9][CH2:8]2)[N:6]=1.C(NCC)C. Product: [CH3:1][C:2]1[S:3][CH:4]=[C:5]([CH:7]2[CH2:12][CH2:11][CH:10]([NH2:13])[CH2:9][CH2:8]2)[N:6]=1. The catalyst class is: 1. (2) Reactant: [Br:1][C:2]1[CH:7]=[CH:6][C:5]([CH:8]=[CH:9][CH:10]=[N:11]N(C)C)=[C:4]([O:15][C:16]([CH3:20])([C:18]#[CH:19])[CH3:17])[CH:3]=1. Product: [Br:1][C:2]1[CH:7]=[CH:6][C:5]2[C:8]3[C:18](=[CH:19][N:11]=[CH:10][CH:9]=3)[C:16]([CH3:20])([CH3:17])[O:15][C:4]=2[CH:3]=1. The catalyst class is: 728. (3) Reactant: [C:1]([O:5][C:6]([NH:8][CH:9]([C:13]1[CH:18]=[CH:17][C:16]([Cl:19])=[CH:15][CH:14]=1)[C:10]([OH:12])=O)=[O:7])([CH3:4])([CH3:3])[CH3:2].[NH2:20][C:21]1[CH:22]=[C:23]([C:27]([C:29]2[C:37]3[CH:36]=[N:35][CH:34]=[N:33][C:32]=3[N:31]([CH:38]([CH3:40])[CH3:39])[CH:30]=2)=[O:28])[CH:24]=[N:25][CH:26]=1.F[P-](F)(F)(F)(F)F.C[N+](C)=C(N(C)C)ON1C2N=CC=CC=2N=N1. Product: [Cl:19][C:16]1[CH:17]=[CH:18][C:13]([CH:9]([NH:8][C:6](=[O:7])[O:5][C:1]([CH3:2])([CH3:3])[CH3:4])[C:10]([NH:20][C:21]2[CH:26]=[N:25][CH:24]=[C:23]([C:27]([C:29]3[C:37]4[CH:36]=[N:35][CH:34]=[N:33][C:32]=4[N:31]([CH:38]([CH3:40])[CH3:39])[CH:30]=3)=[O:28])[CH:22]=2)=[O:12])=[CH:14][CH:15]=1. The catalyst class is: 17. (4) Reactant: [O:1]1[C:5]2[CH:6]=[CH:7][CH:8]=[CH:9][C:4]=2[C:3]([NH:10][C:11]2[CH:16]=[CH:15][CH:14]=[C:13]([NH2:17])[CH:12]=2)=[N:2]1.I.[C:19](=[NH:28])(SC)[C:20]1[CH:25]=[CH:24][CH:23]=[CH:22][CH:21]=1.C(OCC)(=O)C. Product: [O:1]1[C:5]2[CH:6]=[CH:7][CH:8]=[CH:9][C:4]=2[C:3]([NH:10][C:11]2[CH:12]=[C:13]([NH:17][C:19](=[NH:28])[C:20]3[CH:25]=[CH:24][CH:23]=[CH:22][CH:21]=3)[CH:14]=[CH:15][CH:16]=2)=[N:2]1. The catalyst class is: 8. (5) Reactant: [C:1]1([CH:7]2[CH2:13][CH2:12][CH2:11][C:10]3[CH:14]=[CH:15][CH:16]=[CH:17][C:9]=3[CH:8]2[C:18]2[CH:23]=[CH:22][C:21](OS(C(F)(F)F)(=O)=O)=[CH:20][CH:19]=2)[CH:6]=[CH:5][CH:4]=[CH:3][CH:2]=1.[C:32]([O:36][CH3:37])(=[O:35])[CH:33]=[CH2:34]. Product: [CH3:37][O:36][C:32](=[O:35])[CH:33]=[CH:34][C:21]1[CH:20]=[CH:19][C:18]([CH:8]2[C:9]3[CH:17]=[CH:16][CH:15]=[CH:14][C:10]=3[CH2:11][CH2:12][CH2:13][CH:7]2[C:1]2[CH:6]=[CH:5][CH:4]=[CH:3][CH:2]=2)=[CH:23][CH:22]=1. The catalyst class is: 23.